Dataset: Full USPTO retrosynthesis dataset with 1.9M reactions from patents (1976-2016). Task: Predict the reactants needed to synthesize the given product. (1) Given the product [NH2:13][C:11]1[CH:10]=[CH:9][C:4]([C:5]([O:7][CH3:8])=[O:6])=[C:3]([C:1]#[N:2])[CH:12]=1, predict the reactants needed to synthesize it. The reactants are: [C:1]([C:3]1[CH:12]=[C:11]([N+:13]([O-])=O)[CH:10]=[CH:9][C:4]=1[C:5]([O:7][CH3:8])=[O:6])#[N:2]. (2) Given the product [C:37]([O:36][C:34]([N:33]1[C:17]([CH2:16][CH2:15][C:12]2[CH:11]=[CH:10][C:9]([O:8][CH2:1][C:2]3[CH:7]=[CH:6][CH:5]=[CH:4][CH:3]=3)=[CH:14][CH:13]=2)([CH2:18][O:19][C:20](=[O:30])[C:21]2[CH:26]=[CH:25][CH:24]=[CH:23][C:22]=2[N+:27]([O-:29])=[O:28])[CH2:31][O:32][C:43]1([CH3:45])[CH3:44])=[O:35])([CH3:40])([CH3:39])[CH3:38], predict the reactants needed to synthesize it. The reactants are: [CH2:1]([O:8][C:9]1[CH:14]=[CH:13][C:12]([CH2:15][CH2:16][C:17]([NH:33][C:34]([O:36][C:37]([CH3:40])([CH3:39])[CH3:38])=[O:35])([CH2:31][OH:32])[CH2:18][O:19][C:20](=[O:30])[C:21]2[CH:26]=[CH:25][CH:24]=[CH:23][C:22]=2[N+:27]([O-:29])=[O:28])=[CH:11][CH:10]=1)[C:2]1[CH:7]=[CH:6][CH:5]=[CH:4][CH:3]=1.CO[C:43](OC)([CH3:45])[CH3:44].C1(C)C=CC(S(O)(=O)=O)=CC=1. (3) Given the product [N:12]1[C:19]([N:1]2[CH2:2][CH2:3][CH:4]([C:5]([O:7][CH2:8][CH3:9])=[O:6])[CH2:10][CH2:11]2)=[N:18][C:16]([N:1]2[CH2:2][CH2:3][CH:4]([C:5]([O:7][CH2:8][CH3:9])=[O:6])[CH2:10][CH2:11]2)=[N:15][C:13]=1[N:1]1[CH2:11][CH2:10][CH:4]([C:5]([O:7][CH2:8][CH3:9])=[O:6])[CH2:3][CH2:2]1, predict the reactants needed to synthesize it. The reactants are: [NH:1]1[CH2:11][CH2:10][CH:4]([C:5]([O:7][CH2:8][CH3:9])=[O:6])[CH2:3][CH2:2]1.[N:12]1[C:19](Cl)=[N:18][C:16](Cl)=[N:15][C:13]=1Cl. (4) The reactants are: [CH2:1]([CH2:3][NH2:4])[OH:2].[Cl:5][C:6]1[CH:25]=[CH:24][C:23]([CH2:26][CH2:27][CH2:28]OS(C)(=O)=O)=[CH:22][C:7]=1[C:8]([NH:10][CH2:11][C:12]12[CH2:21][CH:16]3[CH2:17][CH:18]([CH2:20][CH:14]([CH2:15]3)[CH2:13]1)[CH2:19]2)=[O:9]. Given the product [C:1]([OH:9])(=[O:2])[CH3:3].[Cl:5][C:6]1[CH:25]=[CH:24][C:23]([CH2:26][CH2:27][CH2:28][NH:4][CH2:3][CH2:1][OH:2])=[CH:22][C:7]=1[C:8]([NH:10][CH2:11][C:12]12[CH2:21][CH:16]3[CH2:17][CH:18]([CH2:20][CH:14]([CH2:15]3)[CH2:13]1)[CH2:19]2)=[O:9], predict the reactants needed to synthesize it.